Dataset: Reaction yield outcomes from USPTO patents with 853,638 reactions. Task: Predict the reaction yield, written as a fraction of the theoretical maximum amount of product (1.0 means a 100% yield; for example, 0.34 means a 34% yield). (1) The reactants are [C:1]([O:5][C:6](=[O:40])[CH2:7][C@H:8]([NH:23][C:24](=[O:39])[CH:25]([N:28]1[CH:33]=[CH:32][CH:31]=[C:30]([NH:34][C:35](=[O:37])[CH3:36])[C:29]1=[O:38])[CH2:26][CH3:27])[C@H:9]([OH:22])[CH2:10][O:11][C:12]1[C:17]([F:18])=[C:16]([F:19])[CH:15]=[C:14]([F:20])[C:13]=1[F:21])([CH3:4])([CH3:3])[CH3:2].CC(OI1(OC(C)=O)(OC(C)=O)OC(=O)C2C1=CC=CC=2)=O.C(=O)([O-])O.[Na+].S([O-])([O-])(=O)=S.[Na+].[Na+]. The catalyst is C(Cl)Cl.C(OCC)(=O)C. The product is [C:1]([O:5][C:6](=[O:40])[CH2:7][C@H:8]([NH:23][C:24](=[O:39])[C@@H:25]([N:28]1[CH:33]=[CH:32][CH:31]=[C:30]([NH:34][C:35](=[O:37])[CH3:36])[C:29]1=[O:38])[CH2:26][CH3:27])[C:9](=[O:22])[CH2:10][O:11][C:12]1[C:13]([F:21])=[C:14]([F:20])[CH:15]=[C:16]([F:19])[C:17]=1[F:18])([CH3:2])([CH3:3])[CH3:4]. The yield is 0.850. (2) The reactants are [CH3:1][C@@H:2]1[O:6][C:5](=[O:7])[N:4]([CH:8]2[CH2:13][CH2:12][N:11](C(OC(C)(C)C)=O)[CH2:10][CH2:9]2)[C:3]1=[O:21].[ClH:22].O1CCOCC1. The product is [ClH:22].[CH3:1][C@@H:2]1[O:6][C:5](=[O:7])[N:4]([CH:8]2[CH2:13][CH2:12][NH:11][CH2:10][CH2:9]2)[C:3]1=[O:21]. The catalyst is C(Cl)Cl. The yield is 1.00. (3) The reactants are [F:1][C:2]1[CH:3]=[CH:4][C:5]2[N:9]=[C:8]([C@@H:10]([NH2:12])[CH3:11])[N:7]([CH:13]([CH3:15])[CH3:14])[C:6]=2[C:16]=1[C:17]1[CH:22]=[CH:21][CH:20]=[CH:19][N:18]=1.Cl[C:24]1[N:32]=[CH:31][N:30]=[C:29]2[C:25]=1[N:26]=[CH:27][N:28]2C1CCCCO1.CCN(C(C)C)C(C)C. No catalyst specified. The product is [F:1][C:2]1[CH:3]=[CH:4][C:5]2[N:9]=[C:8]([C@@H:10]([NH:12][C:24]3[N:32]=[CH:31][N:30]=[C:29]4[C:25]=3[N:26]=[CH:27][NH:28]4)[CH3:11])[N:7]([CH:13]([CH3:14])[CH3:15])[C:6]=2[C:16]=1[C:17]1[CH:22]=[CH:21][CH:20]=[CH:19][N:18]=1. The yield is 0.100.